Dataset: Peptide-MHC class I binding affinity with 185,985 pairs from IEDB/IMGT. Task: Regression. Given a peptide amino acid sequence and an MHC pseudo amino acid sequence, predict their binding affinity value. This is MHC class I binding data. (1) The peptide sequence is LFSIFYKDY. The MHC is HLA-A31:01 with pseudo-sequence HLA-A31:01. The binding affinity (normalized) is 0.142. (2) The peptide sequence is TTADHMHML. The MHC is HLA-B57:01 with pseudo-sequence HLA-B57:01. The binding affinity (normalized) is 0.0847. (3) The peptide sequence is SMDVLAEKKY. The MHC is HLA-A68:01 with pseudo-sequence HLA-A68:01. The binding affinity (normalized) is 0.272.